From a dataset of Forward reaction prediction with 1.9M reactions from USPTO patents (1976-2016). Predict the product of the given reaction. (1) Given the reactants [N+:1]([C:4]1[CH:5]=[C:6]2[C:10](=[CH:11][CH:12]=1)[N:9]([CH2:13][C:14]1[N:19]=[C:18]([C:20]([O:22]CC)=[O:21])[CH:17]=[CH:16][CH:15]=1)[CH:8]=[CH:7]2)([O-:3])=[O:2].[OH-].[Na+].C(O)C, predict the reaction product. The product is: [N+:1]([C:4]1[CH:5]=[C:6]2[C:10](=[CH:11][CH:12]=1)[N:9]([CH2:13][C:14]1[N:19]=[C:18]([C:20]([OH:22])=[O:21])[CH:17]=[CH:16][CH:15]=1)[CH:8]=[CH:7]2)([O-:3])=[O:2]. (2) Given the reactants [N+:1]([C:4]1[CH:9]=[CH:8][C:7]([C:10](=O)/[CH:11]=[CH:12]/[C:13]2[CH:18]=[CH:17][C:16]([N+:19]([O-:21])=[O:20])=[CH:15][CH:14]=2)=[CH:6][CH:5]=1)([O-:3])=[O:2].Cl.[C:24]([NH2:32])(=[NH:31])[C:25]1[CH:30]=[CH:29][CH:28]=[CH:27][CH:26]=1.[OH-].[K+], predict the reaction product. The product is: [N+:1]([C:4]1[CH:9]=[CH:8][C:7]([C:10]2[CH:11]=[C:12]([C:13]3[CH:18]=[CH:17][C:16]([N+:19]([O-:21])=[O:20])=[CH:15][CH:14]=3)[N:32]=[C:24]([C:25]3[CH:30]=[CH:29][CH:28]=[CH:27][CH:26]=3)[N:31]=2)=[CH:6][CH:5]=1)([O-:3])=[O:2]. (3) The product is: [CH2:1]([O:3][C:4]([C:6]1[N:7]([C:19]2[CH:20]=[CH:21][C:22]([O:25][CH:26]([CH3:28])[CH3:27])=[CH:23][CH:24]=2)[C:8]2[C:13]([C:14]=1[CH2:16][CH3:17])=[CH:12][C:11]([B:29]1[O:33][C:32]([CH3:35])([CH3:34])[C:31]([CH3:37])([CH3:36])[O:30]1)=[CH:10][CH:9]=2)=[O:5])[CH3:2]. Given the reactants [CH2:1]([O:3][C:4]([CH:6]1[C:14]([CH2:16][CH3:17])(C)[C:13]2[C:8](=[CH:9][CH:10]=[C:11](Br)[CH:12]=2)[N:7]1[C:19]1[CH:24]=[CH:23][C:22]([O:25][CH:26]([CH3:28])[CH3:27])=[CH:21][CH:20]=1)=[O:5])[CH3:2].[B:29]1([B:29]2[O:33][C:32]([CH3:35])([CH3:34])[C:31]([CH3:37])([CH3:36])[O:30]2)[O:33][C:32]([CH3:35])([CH3:34])[C:31]([CH3:37])([CH3:36])[O:30]1, predict the reaction product. (4) Given the reactants [NH2:1][C:2]1[CH:7]=[CH:6][C:5]([C:8]2[N:12]([CH3:13])[C:11]([C:14]#[N:15])=[CH:10][CH:9]=2)=[CH:4][CH:3]=1.[C:16]1([CH3:26])[CH:21]=[CH:20][C:19]([S:22](Cl)(=[O:24])=[O:23])=[CH:18][CH:17]=1, predict the reaction product. The product is: [C:14]([C:11]1[N:12]([CH3:13])[C:8]([C:5]2[CH:6]=[CH:7][C:2]([NH:1][S:22]([C:19]3[CH:20]=[CH:21][C:16]([CH3:26])=[CH:17][CH:18]=3)(=[O:24])=[O:23])=[CH:3][CH:4]=2)=[CH:9][CH:10]=1)#[N:15]. (5) Given the reactants [NH2:1][C@@H:2]1[CH2:7][CH2:6][N:5]([CH2:8][CH2:9][C:10]2[C:19]3[C:14](=[CH:15][CH:16]=[C:17]([O:20][CH3:21])[CH:18]=3)[N:13]=[CH:12][C:11]=2[Cl:22])[CH2:4][C@H:3]1[OH:23].N1CCCCC1.[O:30]=[C:31]1[CH2:36][O:35][C:34]2[CH:37]=[CH:38][C:39]([CH:41]=O)=[N:40][C:33]=2[NH:32]1, predict the reaction product. The product is: [ClH:22].[ClH:22].[ClH:22].[Cl:22][C:11]1[CH:12]=[N:13][C:14]2[C:19]([C:10]=1[CH2:9][CH2:8][N:5]1[CH2:6][CH2:7][C@@H:2]([NH:1][CH2:41][C:39]3[CH:38]=[CH:37][C:34]4[O:35][CH2:36][C:31](=[O:30])[NH:32][C:33]=4[N:40]=3)[C@H:3]([OH:23])[CH2:4]1)=[CH:18][C:17]([O:20][CH3:21])=[CH:16][CH:15]=2.